From a dataset of Forward reaction prediction with 1.9M reactions from USPTO patents (1976-2016). Predict the product of the given reaction. Given the reactants [Cl:1][C:2]1[CH:7]=[C:6]([C:8](=[O:10])[CH3:9])[CH:5]=[CH:4][N:3]=1.[C:11](OC)(=[O:16])[C:12]([O:14][CH3:15])=[O:13].C[O-].[Na+].Cl, predict the reaction product. The product is: [Cl:1][C:2]1[CH:7]=[C:6]([C:8](=[O:10])[CH2:9][C:11](=[O:16])[C:12]([O:14][CH3:15])=[O:13])[CH:5]=[CH:4][N:3]=1.